Dataset: Blood-brain barrier penetration binary classification data from Martins et al.. Task: Regression/Classification. Given a drug SMILES string, predict its absorption, distribution, metabolism, or excretion properties. Task type varies by dataset: regression for continuous measurements (e.g., permeability, clearance, half-life) or binary classification for categorical outcomes (e.g., BBB penetration, CYP inhibition). Dataset: bbb_martins. (1) The compound is CCCC(=O)O[C@]1(C(=O)CO)CC[C@H]2[C@@H]3CCC4=CC(=O)CC[C@]4(C)[C@H]3[C@@H](O)C[C@@]21C. The result is 1 (penetrates BBB). (2) The compound is c1ccc(CC2NCCc3c2[nH]c2ccccc32)cc1. The result is 1 (penetrates BBB). (3) The molecule is CCC1(O)CCN2CCc3ccc(C)cc3C2C1. The result is 1 (penetrates BBB). (4) The compound is CC(CN(C)C)OC(C)(c1ccccc1)c1ccc(Cl)cc1. The result is 0 (does not penetrate BBB). (5) The drug is CN(C)CCCn1c(=O)c2ccccc2c2ccccc21. The result is 1 (penetrates BBB). (6) The molecule is CCc1nn(CCCN2CCN(c3cccc(Cl)c3)CC2)c(=O)n1CC. The result is 1 (penetrates BBB). (7) The drug is [N-]=[N+]=O. The result is 1 (penetrates BBB). (8) The compound is CC(C)[C@H](N)C(=O)OCCOCn1cnc2c(=O)nc(N)[nH]c21. The result is 1 (penetrates BBB).